Dataset: Experimentally validated miRNA-target interactions with 360,000+ pairs, plus equal number of negative samples. Task: Binary Classification. Given a miRNA mature sequence and a target amino acid sequence, predict their likelihood of interaction. (1) The miRNA is rno-miR-133a-5p with sequence AGCUGGUAAAAUGGAACCAAAU. The protein sequence of the target gene is MSMSANTMIFMILGASIVMAIACLMDMNALLDRFHNYILPHLRGEDRVCHCNCGRHHIHYVIPYDGDQSVVDASENYFVTDNVTKQEIDLMLGLLLGFCISWFLVWMDGVLHCAVRAWRAGRRYDGSWTWLPKLCSLRELGRRPHRPFEEPTGNMVHVKQKLYHNGHPSPRHL. Result: 0 (no interaction). (2) The miRNA is hsa-miR-149-3p with sequence AGGGAGGGACGGGGGCUGUGC. The protein sequence of the target gene is MNPEYDYLFKLLLIGDSGVGKSCLLLRFADDTYTESYISTIGVDFKIRTIELDGKTIKLQIWDTAGQERFRTITSSYYRGAHGIIVVYDVTDQESYANVKQWLQEIDRYASENVNKLLVGNKSDLTTKKVVDNTTAKEFADSLGIPFLETSAKNATNVEQAFMTMAAEIKKRMGPGAASGGERPNLKIDSTPVKPAGGGCC. Result: 1 (interaction).